This data is from Experimentally validated miRNA-target interactions with 360,000+ pairs, plus equal number of negative samples. The task is: Binary Classification. Given a miRNA mature sequence and a target amino acid sequence, predict their likelihood of interaction. (1) The miRNA is hsa-miR-3678-3p with sequence CUGCAGAGUUUGUACGGACCGG. The protein sequence of the target gene is MAAAAAEQQQFYLLLGNLLSPDNVVRKQAEETYENIPGQSKITFLLQAIRNTTAAEEARQMAAVLLRRLLSSAFDEVYPALPSDVQTAIKSELLMIIQMETQSSMRKKVCDIAAELARNLIDEDGNNQWPEGLKFLFDSVSSQNVGLREAALHIFWNFPGIFGNQQQHYLDVIKRMLVQCMQDQEHPSIRTLSARATAAFILANEHNVALFKHFADLLPGFLQAVNDSCYQNDDSVLKSLVEIADTVPKYLRPHLEATLQLSLKLCGDTSLNNMQRQLALEVIVTLSETAAAMLRKHTNI.... Result: 1 (interaction). (2) The miRNA is hsa-miR-7977 with sequence UUCCCAGCCAACGCACCA. The protein sequence of the target gene is MNLFNLDRFRFEKRNKIEEAPEATPQPSQPGPSSPISLSAEEENAEGEVSRANTPDSDITEKTEDSSVPETPDNERKASISYFKNQRGIQYIDLSSDSEDVVSPNCSNTVQEKTFNKDTVIIVSEPSEDEESQGLPTMARRNDDISELEDLSELEDLKDAKLQTLKELFPQRSDNDLLKLIESTSTMDGAIAAALLMFGDAGGGPRKRKLSSSSEPYEEDEFNDDQSIKKTRLDHGEESNESAESSSNWEKQESIVLKLQKEFPNFDKQELREVLKEHEWMYTEALESLKVFAEDQDMQY.... Result: 0 (no interaction). (3) The miRNA is hsa-miR-154-3p with sequence AAUCAUACACGGUUGACCUAUU. The protein sequence of the target gene is MAKSLRSKWKRKMRAEKRKKNAPRELNRLKSILRVDGDALMKDVEEIATVVVAKPRQEKMQCEEGRCDGADEEKDDMKMETEIKRNRKTLLDQHGQYPVWMNQRQRKRLKAKREKKRGKSRAKAAKGLAW. Result: 0 (no interaction). (4) The miRNA is hsa-miR-6505-5p with sequence UUGGAAUAGGGGAUAUCUCAGC. The protein sequence of the target gene is MSLGIMEEEDLAEYFRLQYGERLLQMLQKLPNVEGASESPSIWLLEKKKETEIMHQTMVQKKKMFQRRMETLNLRWEELGVKEAQLKAHIQKSEQFIQENDQKRIRAMKKANKERELKCQHMQELTKRKQEMVALRLEHQRLSAKLKDYYIFNKYLEKVVENSEFEEIHEVIARYKTLVSMRHDLMQSAQEGQEKIERAKARLARYMEEKDDEILQQNNELARLQMRFDRARSNVIFWESRWAHIQNTAAKKTLLLGTIKMATLNLFQIVSKHLKEVTEVALEDTHKQLDMIQQFIQDRS.... Result: 0 (no interaction). (5) The miRNA is mmu-miR-709 with sequence GGAGGCAGAGGCAGGAGGA. The protein sequence of the target gene is MSRHHSRFERDYRVGWDRREWSVNGTHGTTSICSVTSGAGGGTASSLSVRPGLLPLPVVPSRLPTPATAPAPCTTGSSEAITSLVASSASAVTTKAPGISKGDSQSQGLATSIRWGQTPINQSTPWDTDEPPSKQMRESDNPGTGPWVTTVAAGNQPTLIAHSYGVAQPPTFSPAVNVQAPVIGVTPSLPPHVGPQLPLMPGHYSLPQPPSQPLSSVVVNMPAQALYASPQPLAVSTLPGVGQVARPGPTAVGNGHMAGPLLPPPPPAQPSATLPSGAPATNGPPTTDSAHGLQMLRTIG.... Result: 0 (no interaction). (6) The miRNA is hsa-miR-4691-5p with sequence GUCCUCCAGGCCAUGAGCUGCGG. The protein sequence of the target gene is MASSAQSGGSSGGPAVPTVQRGIIKMVLSGCAIIVRGQPRGGPPPERQINLSNIRAGNLARRAAATQPDAKDTPDEPWAFPAREFLRKKLIGKEVCFTIENKTPQGREYGMIYLGKDTNGENIAESLVAEGLATRREGMRANNPEQNRLSECEEQAKAAKKGMWSEGNGSHTIRDLKYTIENPRHFVDSHHQKPVNAIIEHVRDGSVVRALLLPDYYLVTVMLSGIKCPTFRREADGSETPEPFAAEAKFFTESRLLQRDVQIILESCHNQNILGTILHPNGNITELLLKEGFARCVDWS.... Result: 1 (interaction). (7) The miRNA is hsa-miR-196a-5p with sequence UAGGUAGUUUCAUGUUGUUGGG. The protein sequence of the target gene is MAFPPRRRLRLGPRGLPLLLSGLLLPLCRAFNLDVDSPAEYSGPEGSYFGFAVDFFVPSASSRMFLLVGAPKANTTQPGIVEGGQVLKCDWSSTRRCQPIEFDATGNRDYAKDDPLEFKSHQWFGASVRSKQDKILACAPLYHWRTEMKQEREPVGTCFLQDGTKTVEYAPCRSQDIDADGQGFCQGGFSIDFTKADRVLLGGPGSFYWQGQLISDQVAEIVSKYDPNVYSIKYNNQLATRTAQAIFDDSYLGYSVAVGDFNGDGIDDFVSGVPRAARTLGMVYIYDGKNMSSLYNFTGE.... Result: 1 (interaction). (8) The miRNA is hsa-miR-1225-5p with sequence GUGGGUACGGCCCAGUGGGGGG. The protein sequence of the target gene is MPSLAPDCPLLAMPEETQEDSVAPMMPSQRSRGPLAPNHVHEVCLHQVESISDLHSGAGTLRPYLTEEARPWDELLGVLPPSLCAQAGCSPVYRRGGFLLLLALLVLTCLVLALLAVYLSVLQSESLRILAHTLRTQEETLLKLRLASLSQLRRLNSSEAQAPS. Result: 0 (no interaction). (9) Result: 0 (no interaction). The protein sequence of the target gene is MENYEALVGFDLCNTPLSSVAQKIMSAMHSGDLVDSKTWGKSTETMEVINKSSVKYSVQLEDRKTQSPEKKDLKSLRSQTSRGSAKLSPQSFSVRLTDQLSADQKQKSISSLTLSSCLIPQYNQEASVLQKKGHKRKHFLMENINNENKGSINLKRKHITYNNLSEKTSKQMALEEDTDDAEGYLNSGNSGALKKHFCDIRHLDDWAKSQLIEMLKQAAALVITVMYTDGSTQLGADQTPVSSVRGIVVLVKRQAEGGHGCPDAPACGPVLEGFVSDDPCIYIQIEHSAIWDQEQEAHQQ.... The miRNA is hsa-miR-6847-5p with sequence ACAGAGGACAGUGGAGUGUGAGC. (10) The miRNA is hsa-miR-1178-3p with sequence UUGCUCACUGUUCUUCCCUAG. The protein sequence of the target gene is MMEELHSLDPRRQELLEARFTGVGVSKGPLNSESSNQSLCSVGSLSDKEVETPEKKQNDQRNRKRKAEPYDTSQGKGTPRGHKISDYFERRAEQPLYGLDGSAAKEASEEQSALPTLMSVMLAKPRLDTEQLAPRGAGLCFTFVSAQQNSPSSTGSGNTEHSCSSQKQISIQHRQTQSDLTIEKISALENSKNSDLEKKEGRIDDLLRANCDLRRQIDEQQKMLEKYKERLNRCVTMSKKLLIEKSKQEKMACRDKSMQDRLRLGHFTTVRHGASFTEQWTDGYAFQNLIKQQERINSQR.... Result: 0 (no interaction).